From a dataset of NCI-60 drug combinations with 297,098 pairs across 59 cell lines. Regression. Given two drug SMILES strings and cell line genomic features, predict the synergy score measuring deviation from expected non-interaction effect. (1) Drug 1: COC1=NC(=NC2=C1N=CN2C3C(C(C(O3)CO)O)O)N. Drug 2: CC1CCCC2(C(O2)CC(NC(=O)CC(C(C(=O)C(C1O)C)(C)C)O)C(=CC3=CSC(=N3)C)C)C. Cell line: CCRF-CEM. Synergy scores: CSS=67.4, Synergy_ZIP=-4.75, Synergy_Bliss=-6.05, Synergy_Loewe=-6.39, Synergy_HSA=-2.09. (2) Drug 1: CC1=C(C(=O)C2=C(C1=O)N3CC4C(C3(C2COC(=O)N)OC)N4)N. Drug 2: CCC1=C2N=C(C=C(N2N=C1)NCC3=C[N+](=CC=C3)[O-])N4CCCCC4CCO. Cell line: OVCAR3. Synergy scores: CSS=44.0, Synergy_ZIP=-2.46, Synergy_Bliss=-2.85, Synergy_Loewe=-13.0, Synergy_HSA=1.30.